This data is from Forward reaction prediction with 1.9M reactions from USPTO patents (1976-2016). The task is: Predict the product of the given reaction. (1) Given the reactants O[C:2]1[CH:16]=[CH:15][C:5]([C:6]([C:8]2[CH:13]=[CH:12][C:11]([OH:14])=[CH:10][CH:9]=2)=[O:7])=[CH:4][CH:3]=1.Br[CH2:18][CH2:19][CH2:20][CH2:21][CH2:22][CH2:23][CH2:24][CH2:25][CH2:26][CH2:27][CH2:28][CH2:29][CH2:30][CH2:31][CH2:32][CH2:33][CH2:34][CH2:35][CH2:36][CH2:37][CH2:38][CH3:39].[C:40](=[O:43])([O-])[O-].[K+].[K+].Cl, predict the reaction product. The product is: [CH2:18]([O:14][C:11]1[CH:12]=[CH:13][C:8]([C:6]([C:5]2[CH:15]=[CH:16][C:2]([O:43][CH2:40][CH2:38][CH2:37][CH2:36][CH2:35][CH2:34][CH2:33][CH2:32][CH2:31][CH2:30][CH2:29][CH2:28][CH2:27][CH2:26][CH2:25][CH2:24][CH2:23][CH2:22][CH2:21][CH2:20][CH2:19][CH3:18])=[CH:3][CH:4]=2)=[O:7])=[CH:9][CH:10]=1)[CH2:19][CH2:20][CH2:21][CH2:22][CH2:23][CH2:24][CH2:25][CH2:26][CH2:27][CH2:28][CH2:29][CH2:30][CH2:31][CH2:32][CH2:33][CH2:34][CH2:35][CH2:36][CH2:37][CH2:38][CH3:39]. (2) Given the reactants [CH:1]1([NH:4][C:5](=[O:25])[C:6]2[CH:11]=[CH:10][C:9]([CH3:12])=[C:8]([N:13]3[C:22](=[O:23])[C:21]4[C:16](=[CH:17][CH:18]=[C:19]([OH:24])[CH:20]=4)[N:15]=[CH:14]3)[CH:7]=2)[CH2:3][CH2:2]1.C(OC([NH:33][CH2:34][CH2:35]Br)=O)(C)(C)C.C(=O)([O-])[O-].[K+].[K+].[I-].[K+], predict the reaction product. The product is: [NH2:33][CH2:34][CH2:35][O:24][C:19]1[CH:20]=[C:21]2[C:16](=[CH:17][CH:18]=1)[N:15]=[CH:14][N:13]([C:8]1[CH:7]=[C:6]([CH:11]=[CH:10][C:9]=1[CH3:12])[C:5]([NH:4][CH:1]1[CH2:3][CH2:2]1)=[O:25])[C:22]2=[O:23]. (3) Given the reactants C(Cl)(=O)C(Cl)=O.[C:7]([C:10]1[CH:18]=[CH:17][C:13]([C:14]([OH:16])=O)=[CH:12][CH:11]=1)(=[O:9])[CH3:8].[N:19]1[CH:24]=[CH:23][CH:22]=[C:21]([NH2:25])[CH:20]=1, predict the reaction product. The product is: [C:7]([C:10]1[CH:11]=[CH:12][C:13]([C:14]([NH:25][C:21]2[CH:20]=[N:19][CH:24]=[CH:23][CH:22]=2)=[O:16])=[CH:17][CH:18]=1)(=[O:9])[CH3:8].